This data is from Full USPTO retrosynthesis dataset with 1.9M reactions from patents (1976-2016). The task is: Predict the reactants needed to synthesize the given product. (1) Given the product [OH:1][C:2]1[C:3]([CH:25]([CH3:27])[CH3:26])=[C:4]2[C:9](=[C:10]([CH3:15])[C:11]=1[CH:12]([CH3:13])[CH3:14])[O:8][C:7]([CH3:16])([C:17]([N:19]1[CH2:24][CH2:23][N:22]([CH2:29][C:28]([OH:32])=[O:31])[CH2:21][CH2:20]1)=[O:18])[CH2:6][CH2:5]2, predict the reactants needed to synthesize it. The reactants are: [OH:1][C:2]1[C:3]([CH:25]([CH3:27])[CH3:26])=[C:4]2[C:9](=[C:10]([CH3:15])[C:11]=1[CH:12]([CH3:14])[CH3:13])[O:8][C:7]([C:17]([N:19]1[CH2:24][CH2:23][NH:22][CH2:21][CH2:20]1)=[O:18])([CH3:16])[CH2:6][CH2:5]2.[C:28]([OH:32])(=[O:31])[CH:29]=O. (2) Given the product [O:10]=[C:1]1[C:9]2[C:4](=[CH:5][CH:6]=[CH:7][CH:8]=2)[CH2:3]/[C:2]/1=[CH:12]\[C:11]([OH:15])=[O:14], predict the reactants needed to synthesize it. The reactants are: [C:1]1(=[O:10])[C:9]2[C:4](=[CH:5][CH:6]=[CH:7][CH:8]=2)[CH2:3][CH2:2]1.[C:11]([OH:15])(=[O:14])[CH:12]=O. (3) Given the product [CH:1]([NH:4][CH:23]1[CH2:22][CH:21]2[N:20]([C:18]3[C:19]4[C:11]([C:5]5[CH:6]=[CH:7][CH:8]=[CH:9][CH:10]=5)=[CH:12][S:13][C:14]=4[N:15]=[CH:16][N:17]=3)[CH:25]([CH2:26][CH2:27]2)[CH2:24]1)([CH3:3])[CH3:2], predict the reactants needed to synthesize it. The reactants are: [CH:1]([NH2:4])([CH3:3])[CH3:2].[C:5]1([C:11]2[C:19]3[C:18]([N:20]4[CH:25]5[CH2:26][CH2:27][CH:21]4[CH2:22][C:23](=O)[CH2:24]5)=[N:17][CH:16]=[N:15][C:14]=3[S:13][CH:12]=2)[CH:10]=[CH:9][CH:8]=[CH:7][CH:6]=1.C(O[BH-](OC(=O)C)OC(=O)C)(=O)C.[Na+].CO. (4) Given the product [N:17]1([CH:12]([C:9]2[CH:8]=[CH:7][C:6]([C:3]3[CH:4]=[CH:5][S:1][CH:2]=3)=[N:11][CH:10]=2)[CH3:13])[CH:16]=[CH:15][N:19]=[CH:18]1, predict the reactants needed to synthesize it. The reactants are: [S:1]1[CH:5]=[CH:4][C:3]([C:6]2[N:11]=[CH:10][C:9]([CH:12](O)[CH3:13])=[CH:8][CH:7]=2)=[CH:2]1.[CH:15]1[N:19]=[CH:18][N:17](C([N:17]2[CH:18]=[N:19][CH:15]=[CH:16]2)=O)[CH:16]=1.